From a dataset of Full USPTO retrosynthesis dataset with 1.9M reactions from patents (1976-2016). Predict the reactants needed to synthesize the given product. (1) Given the product [CH2:1]([NH:8][C:18](=[O:25])[C:19]1[CH:24]=[CH:23][CH:22]=[CH:21][CH:20]=1)[C:2]1[CH:7]=[CH:6][CH:5]=[CH:4][CH:3]=1, predict the reactants needed to synthesize it. The reactants are: [CH2:1]([NH2:8])[C:2]1[CH:7]=[CH:6][CH:5]=[CH:4][CH:3]=1.C(N(C(C)C)CC)(C)C.[C:18](Cl)(=[O:25])[C:19]1[CH:24]=[CH:23][CH:22]=[CH:21][CH:20]=1. (2) Given the product [CH3:1][O:2][C:3](=[O:54])[C@@H:4]([NH:20][C:21]([CH:23]1[CH2:36][C:35]2[CH:34]=[C:33]3[C:28]([O:29][C@@H:30]([C:38]4[CH:43]=[CH:42][C:41]([O:44][CH2:45][C:46]5[CH:51]=[CH:50][C:49]([Cl:52])=[C:48]([Cl:53])[CH:47]=5)=[CH:40][CH:39]=4)[C:31](=[O:37])[NH:32]3)=[CH:27][C:26]=2[CH2:25][N:24]1[S:65]([C:61]1[S:60][C:59]([NH:58][C:55](=[O:57])[CH3:56])=[N:63][C:62]=1[CH3:64])(=[O:66])=[O:67])=[O:22])[CH2:5][C:6]1[CH:11]=[CH:10][C:9]([C:12]2[CH:13]=[CH:14][C:15]([C:18]#[N:19])=[CH:16][CH:17]=2)=[CH:8][CH:7]=1, predict the reactants needed to synthesize it. The reactants are: [CH3:1][O:2][C:3](=[O:54])[C@@H:4]([NH:20][C:21]([CH:23]1[CH2:36][C:35]2[CH:34]=[C:33]3[C:28]([O:29][C@@H:30]([C:38]4[CH:43]=[CH:42][C:41]([O:44][CH2:45][C:46]5[CH:51]=[CH:50][C:49]([Cl:52])=[C:48]([Cl:53])[CH:47]=5)=[CH:40][CH:39]=4)[C:31](=[O:37])[NH:32]3)=[CH:27][C:26]=2[CH2:25][NH:24]1)=[O:22])[CH2:5][C:6]1[CH:11]=[CH:10][C:9]([C:12]2[CH:17]=[CH:16][C:15]([C:18]#[N:19])=[CH:14][CH:13]=2)=[CH:8][CH:7]=1.[C:55]([NH:58][C:59]1[S:60][C:61]([S:65](Cl)(=[O:67])=[O:66])=[C:62]([CH3:64])[N:63]=1)(=[O:57])[CH3:56].